This data is from NCI-60 drug combinations with 297,098 pairs across 59 cell lines. The task is: Regression. Given two drug SMILES strings and cell line genomic features, predict the synergy score measuring deviation from expected non-interaction effect. (1) Drug 1: CCCS(=O)(=O)NC1=C(C(=C(C=C1)F)C(=O)C2=CNC3=C2C=C(C=N3)C4=CC=C(C=C4)Cl)F. Drug 2: CN1C(=O)N2C=NC(=C2N=N1)C(=O)N. Cell line: SF-539. Synergy scores: CSS=-1.52, Synergy_ZIP=4.25, Synergy_Bliss=-3.34, Synergy_Loewe=-3.95, Synergy_HSA=-3.49. (2) Drug 1: CS(=O)(=O)C1=CC(=C(C=C1)C(=O)NC2=CC(=C(C=C2)Cl)C3=CC=CC=N3)Cl. Drug 2: CC1=C(C(=CC=C1)Cl)NC(=O)C2=CN=C(S2)NC3=CC(=NC(=N3)C)N4CCN(CC4)CCO. Cell line: RXF 393. Synergy scores: CSS=38.3, Synergy_ZIP=4.53, Synergy_Bliss=4.41, Synergy_Loewe=5.74, Synergy_HSA=7.29. (3) Drug 1: CC1=C2C(C(=O)C3(C(CC4C(C3C(C(C2(C)C)(CC1OC(=O)C(C(C5=CC=CC=C5)NC(=O)C6=CC=CC=C6)O)O)OC(=O)C7=CC=CC=C7)(CO4)OC(=O)C)O)C)OC(=O)C. Drug 2: CC1C(C(CC(O1)OC2CC(CC3=C2C(=C4C(=C3O)C(=O)C5=C(C4=O)C(=CC=C5)OC)O)(C(=O)CO)O)N)O.Cl. Cell line: A498. Synergy scores: CSS=35.4, Synergy_ZIP=-3.86, Synergy_Bliss=-2.46, Synergy_Loewe=-2.30, Synergy_HSA=0.718. (4) Drug 1: CC12CCC(CC1=CCC3C2CCC4(C3CC=C4C5=CN=CC=C5)C)O. Drug 2: CS(=O)(=O)OCCCCOS(=O)(=O)C. Cell line: CAKI-1. Synergy scores: CSS=15.8, Synergy_ZIP=-0.795, Synergy_Bliss=-7.34, Synergy_Loewe=-5.78, Synergy_HSA=-4.52. (5) Drug 1: CN(C)N=NC1=C(NC=N1)C(=O)N. Drug 2: C1CN(CCN1C(=O)CCBr)C(=O)CCBr. Cell line: SK-OV-3. Synergy scores: CSS=-0.512, Synergy_ZIP=-0.331, Synergy_Bliss=-2.32, Synergy_Loewe=-2.06, Synergy_HSA=-2.20. (6) Drug 1: C(=O)(N)NO. Drug 2: COC1=C2C(=CC3=C1OC=C3)C=CC(=O)O2. Cell line: SW-620. Synergy scores: CSS=5.51, Synergy_ZIP=-0.940, Synergy_Bliss=1.49, Synergy_Loewe=-1.37, Synergy_HSA=-0.709. (7) Drug 1: C1=NC2=C(N=C(N=C2N1C3C(C(C(O3)CO)O)O)F)N. Drug 2: CC1C(C(CC(O1)OC2CC(OC(C2O)C)OC3=CC4=CC5=C(C(=O)C(C(C5)C(C(=O)C(C(C)O)O)OC)OC6CC(C(C(O6)C)O)OC7CC(C(C(O7)C)O)OC8CC(C(C(O8)C)O)(C)O)C(=C4C(=C3C)O)O)O)O. Cell line: RXF 393. Synergy scores: CSS=51.3, Synergy_ZIP=1.75, Synergy_Bliss=1.76, Synergy_Loewe=-33.4, Synergy_HSA=-0.627. (8) Drug 1: C(=O)(N)NO. Drug 2: CN(CCCl)CCCl.Cl. Cell line: HCT116. Synergy scores: CSS=15.5, Synergy_ZIP=-1.72, Synergy_Bliss=-5.26, Synergy_Loewe=-22.0, Synergy_HSA=-4.59.